From a dataset of Reaction yield outcomes from USPTO patents with 853,638 reactions. Predict the reaction yield, written as a fraction of the theoretical maximum amount of product (1.0 means a 100% yield; for example, 0.34 means a 34% yield). (1) The reactants are [CH3:1][C:2]1[CH:7]=[CH:6][C:5]([CH3:8])=[CH:4][C:3]=1[OH:9].[S-:10][C:11]#[N:12].[Na+].[Br-].[Na+].BrBr. The catalyst is CO. The product is [CH3:1][C:2]1[CH:7]=[C:6]([S:10][C:11]#[N:12])[C:5]([CH3:8])=[CH:4][C:3]=1[OH:9]. The yield is 0.780. (2) The reactants are [C:1]([CH2:3][C:4]1[C:5]([C:10]#[N:11])=[CH:6][CH:7]=[CH:8][CH:9]=1)#[N:2].[BrH:12].C([O-])(=O)C. The catalyst is C(O)(=O)C. The product is [NH2:2][C:1]1[N:11]=[C:10]([Br:12])[C:5]2[C:4]([CH:3]=1)=[CH:9][CH:8]=[CH:7][CH:6]=2. The yield is 0.908. (3) The reactants are Br[C:2]1[CH:3]=[CH:4][C:5]([C:8](=[O:10])[CH3:9])=[N:6][CH:7]=1.CC1(C)C(C)(C)OB([C:19]2[CH:20]=[CH:21][C:22]([C:25]#[N:26])=[N:23][CH:24]=2)O1.C([O-])([O-])=O.[Na+].[Na+]. The catalyst is C1(C)C=CC=CC=1.C(O)C.C1C=CC([P]([Pd]([P](C2C=CC=CC=2)(C2C=CC=CC=2)C2C=CC=CC=2)([P](C2C=CC=CC=2)(C2C=CC=CC=2)C2C=CC=CC=2)[P](C2C=CC=CC=2)(C2C=CC=CC=2)C2C=CC=CC=2)(C2C=CC=CC=2)C2C=CC=CC=2)=CC=1. The product is [C:8]([C:5]1[N:6]=[CH:7][C:2]([C:19]2[CH:24]=[N:23][C:22]([C:25]#[N:26])=[CH:21][CH:20]=2)=[CH:3][CH:4]=1)(=[O:10])[CH3:9]. The yield is 0.800. (4) The reactants are [CH2:1]([O:8][C:9]1[CH:14]=[CH:13][C:12]([S:15](Cl)(=[O:17])=[O:16])=[CH:11][C:10]=1[I:19])[C:2]1[CH:7]=[CH:6][CH:5]=[CH:4][CH:3]=1.[C:20]([NH2:24])([CH3:23])([CH3:22])[CH3:21].O. The catalyst is CCCCCC. The product is [CH2:1]([O:8][C:9]1[CH:14]=[CH:13][C:12]([S:15]([NH:24][C:20]([CH3:23])([CH3:22])[CH3:21])(=[O:17])=[O:16])=[CH:11][C:10]=1[I:19])[C:2]1[CH:7]=[CH:6][CH:5]=[CH:4][CH:3]=1. The yield is 0.940. (5) The reactants are [CH2:1]([O:3][C:4]([C:6]1[NH:7][CH:8]=[CH:9][CH:10]=1)=[O:5])[CH3:2].[Cl-].[Al+3].[Cl-].[Cl-].[F:15][C:16]1[CH:21]=[CH:20][C:19]([CH2:22][C:23](Cl)=[O:24])=[CH:18][CH:17]=1. The catalyst is ClC(Cl)C. The product is [CH2:1]([O:3][C:4]([C:6]1[NH:7][CH:8]=[C:9]([C:23](=[O:24])[CH2:22][C:19]2[CH:20]=[CH:21][C:16]([F:15])=[CH:17][CH:18]=2)[CH:10]=1)=[O:5])[CH3:2]. The yield is 0.536. (6) The reactants are O[C@@H:2]1[C@H:6]([CH2:7][CH:8]=[CH:9][CH2:10][CH2:11][CH2:12][C:13]([OH:15])=[O:14])[C@@H:5](/[CH:16]=[CH:17]/[C@@H:18]([O:27][CH:28]2[CH2:33][CH2:32][CH2:31][CH2:30][O:29]2)[CH2:19]CC2C=CC=CC=2)[C@H:4]([O:34][CH:35]2[CH2:40][CH2:39][CH2:38][CH2:37][O:36]2)[CH2:3]1.C(N(CC)C(C)C)(C)C.[C:50](Cl)(=O)[C:51]1[CH:56]=[CH:55][CH:54]=[CH:53][CH:52]=1. The catalyst is ClCCl.CN(C)C1C=CN=CC=1. The product is [C:51]1([CH2:50][CH2:19][C@H:18]([O:27][CH:28]2[CH2:33][CH2:32][CH2:31][CH2:30][O:29]2)/[CH:17]=[CH:16]/[C@@H:5]2[C@@H:6]3[C@@H:2]([O:14][C:13](=[O:15])[CH2:12][CH2:11][CH2:10][CH:9]=[CH:8][CH2:7]3)[CH2:3][C@H:4]2[O:34][CH:35]2[CH2:40][CH2:39][CH2:38][CH2:37][O:36]2)[CH:56]=[CH:55][CH:54]=[CH:53][CH:52]=1. The yield is 0.586.